This data is from Full USPTO retrosynthesis dataset with 1.9M reactions from patents (1976-2016). The task is: Predict the reactants needed to synthesize the given product. Given the product [CH3:1][CH2:2][NH:3][C@@H:4]1[C:11]2[CH:12]=[C:13]([S:15]([NH2:18])(=[O:17])=[O:16])[S:14][C:10]=2[S:7](=[O:8])(=[O:9])[C@@H:6]([CH3:19])[CH2:5]1.[C:20]12([CH2:30][S:31]([O-:34])(=[O:32])=[O:33])[C:27]([CH3:29])([CH3:28])[CH:24]([CH2:25][CH2:26]1)[CH2:23][C:21]2=[O:22], predict the reactants needed to synthesize it. The reactants are: [CH3:1][CH2:2][NH:3][C@@H:4]1[C:11]2[CH:12]=[C:13]([S:15]([NH2:18])(=[O:17])=[O:16])[S:14][C:10]=2[S:7](=[O:9])(=[O:8])[C@@H:6]([CH3:19])[CH2:5]1.[C@:20]12([CH2:30][S:31]([OH:34])(=[O:33])=[O:32])[C:27]([CH3:29])([CH3:28])[CH:24]([CH2:25][CH2:26]1)[CH2:23][C:21]2=[O:22].